The task is: Regression. Given a peptide amino acid sequence and an MHC pseudo amino acid sequence, predict their binding affinity value. This is MHC class II binding data.. This data is from Peptide-MHC class II binding affinity with 134,281 pairs from IEDB. (1) The peptide sequence is NDNYTEIKGQLVFIG. The MHC is DRB1_0901 with pseudo-sequence DRB1_0901. The binding affinity (normalized) is 0.420. (2) The peptide sequence is MRTMSLSKSTAQSAS. The MHC is H-2-IAd with pseudo-sequence H-2-IAd. The binding affinity (normalized) is 0.446. (3) The peptide sequence is ELQLKDGRRIVVPCR. The MHC is HLA-DQA10201-DQB10301 with pseudo-sequence HLA-DQA10201-DQB10301. The binding affinity (normalized) is 0.422. (4) The peptide sequence is AAWGGSGSEAYQGVQ. The MHC is HLA-DPA10201-DPB10501 with pseudo-sequence HLA-DPA10201-DPB10501. The binding affinity (normalized) is 0.0257. (5) The peptide sequence is KMIGGIGGFIKVRQYDQIAI. The MHC is HLA-DPA10201-DPB10501 with pseudo-sequence HLA-DPA10201-DPB10501. The binding affinity (normalized) is 0.365. (6) The peptide sequence is DVKFPGGGQIVGGVYLLPRR. The MHC is HLA-DPA10201-DPB10501 with pseudo-sequence HLA-DPA10201-DPB10501. The binding affinity (normalized) is 0.232.